Dataset: Forward reaction prediction with 1.9M reactions from USPTO patents (1976-2016). Task: Predict the product of the given reaction. (1) The product is: [F:44][C:41]1[CH:42]=[CH:43][C:34]([CH2:33][NH:32][C:22]([C:10]2[N:11]=[C:12]3[N:18]([CH:19]([CH3:20])[CH3:21])[CH2:17][CH2:16][N:13]3[C:14](=[O:15])[C:9]=2[O:8][CH2:1][C:2]2[CH:7]=[CH:6][CH:5]=[CH:4][CH:3]=2)=[O:23])=[C:35]([C:36](=[O:37])[NH:38][CH3:39])[CH:40]=1. Given the reactants [CH2:1]([O:8][C:9]1[C:14](=[O:15])[N:13]2[CH2:16][CH2:17][N:18]([CH:19]([CH3:21])[CH3:20])[C:12]2=[N:11][C:10]=1[C:22](O)=[O:23])[C:2]1[CH:7]=[CH:6][CH:5]=[CH:4][CH:3]=1.FC(F)(F)C(O)=O.[NH2:32][CH2:33][C:34]1[CH:43]=[CH:42][C:41]([F:44])=[CH:40][C:35]=1[C:36]([NH:38][CH3:39])=[O:37], predict the reaction product. (2) Given the reactants [Br:1][C:2]1[N:3]([CH:21]([CH3:23])[CH3:22])[C:4]([CH:12]([C:14]2[CH:19]=[CH:18][C:17]([Cl:20])=[CH:16][CH:15]=2)O)=[C:5]([C:7]([O:9][CH2:10][CH3:11])=[O:8])[N:6]=1.CS(OS(C)(=O)=O)(=O)=O.[N-:33]=[N+:34]=[N-:35].C([N+](CCCC)(CCCC)CCCC)CCC, predict the reaction product. The product is: [N:33]([CH:12]([C:14]1[CH:19]=[CH:18][C:17]([Cl:20])=[CH:16][CH:15]=1)[C:4]1[N:3]([CH:21]([CH3:23])[CH3:22])[C:2]([Br:1])=[N:6][C:5]=1[C:7]([O:9][CH2:10][CH3:11])=[O:8])=[N+:34]=[N-:35].